Dataset: Peptide-MHC class I binding affinity with 185,985 pairs from IEDB/IMGT. Task: Regression. Given a peptide amino acid sequence and an MHC pseudo amino acid sequence, predict their binding affinity value. This is MHC class I binding data. (1) The peptide sequence is WASRELERF. The MHC is HLA-A02:06 with pseudo-sequence HLA-A02:06. The binding affinity (normalized) is 0. (2) The peptide sequence is CTEETKRNI. The MHC is HLA-A33:01 with pseudo-sequence HLA-A33:01. The binding affinity (normalized) is 0.329. (3) The binding affinity (normalized) is 0.974. The peptide sequence is LSRKTFDSEY. The MHC is Mamu-A02 with pseudo-sequence Mamu-A02. (4) The peptide sequence is LVGNTLTTC. The MHC is HLA-A24:03 with pseudo-sequence HLA-A24:03. The binding affinity (normalized) is 0.0847. (5) The peptide sequence is VFMDNAFKK. The MHC is HLA-B40:01 with pseudo-sequence HLA-B40:01. The binding affinity (normalized) is 0.0847. (6) The binding affinity (normalized) is 0.331. The peptide sequence is KNATWCLEV. The MHC is HLA-A68:02 with pseudo-sequence HLA-A68:02.